From a dataset of Forward reaction prediction with 1.9M reactions from USPTO patents (1976-2016). Predict the product of the given reaction. (1) Given the reactants [C:1]([C:3]1[C:12]2[C:7](=[CH:8][CH:9]=[CH:10][CH:11]=2)[C:6](F)=[CH:5][CH:4]=1)#[N:2].[NH:14]1[CH2:24][CH2:23][CH2:22][CH:16]([C:17]([O:19][CH2:20][CH3:21])=[O:18])[CH2:15]1.C(OCC)(=O)C, predict the reaction product. The product is: [CH2:20]([O:19][C:17]([CH:16]1[CH2:22][CH2:23][CH2:24][N:14]([C:6]2[C:7]3[C:12](=[CH:11][CH:10]=[CH:9][CH:8]=3)[C:3]([C:1]#[N:2])=[CH:4][CH:5]=2)[CH2:15]1)=[O:18])[CH3:21]. (2) Given the reactants [S:1]1[C:5]2[CH:6]=[CH:7][CH:8]=[CH:9][C:4]=2[N:3]=[C:2]1[C:10]1[C:11]([NH2:25])=[N:12][CH:13]=[C:14](B2OC(C)(C)C(C)(C)O2)[CH:15]=1.C[O:27][C:28]([C@@H:30]1[CH2:34][C@H:33]([N:35]2[CH:39]=[C:38](I)[CH:37]=[N:36]2)[CH2:32][N:31]1C(OCC1C=CC=CC=1)=O)=[O:29].[F-].[K+].O1CCOCC1, predict the reaction product. The product is: [NH2:25][C:11]1[N:12]=[CH:13][C:14]([C:38]2[CH:37]=[N:36][N:35]([C@@H:33]3[CH2:32][NH:31][C@H:30]([C:28]([OH:29])=[O:27])[CH2:34]3)[CH:39]=2)=[CH:15][C:10]=1[C:2]1[S:1][C:5]2[CH:6]=[CH:7][CH:8]=[CH:9][C:4]=2[N:3]=1. (3) Given the reactants C[O:2][C:3](=O)[CH2:4][O:5][C:6]1[CH:7]=[N:8][C:9]([CH2:12][OH:13])=[CH:10][CH:11]=1.COC(=O)CCl.FC(F)(F)C(OC(=O)C(F)(F)F)=O.[NH3:34], predict the reaction product. The product is: [OH:13][CH2:12][C:9]1[N:8]=[CH:7][C:6]([O:5][CH2:4][C:3]([NH2:34])=[O:2])=[CH:11][CH:10]=1. (4) The product is: [CH:47]([N:18]1[C:19]2[C:24](=[CH:23][C:22]([Cl:46])=[CH:21][CH:20]=2)[C:25]([CH2:26][CH2:27][S:28]([C:31]2[CH:32]=[CH:33][C:34]([CH2:37][C:38]([CH3:44])([CH3:45])[C:39]([O:41][CH2:42][CH3:43])=[O:40])=[CH:35][CH:36]=2)(=[O:29])=[O:30])=[C:17]1[CH2:16][CH2:15][NH:14][S:10]([CH2:9][C:4]1[CH:5]=[CH:6][C:7]([Cl:8])=[C:2]([Cl:1])[CH:3]=1)(=[O:12])=[O:11])([C:48]1[CH:49]=[CH:50][CH:51]=[CH:52][CH:53]=1)[C:54]1[CH:55]=[CH:56][CH:57]=[CH:58][CH:59]=1. Given the reactants [Cl:1][C:2]1[CH:3]=[C:4]([CH2:9][S:10](Cl)(=[O:12])=[O:11])[CH:5]=[CH:6][C:7]=1[Cl:8].[NH2:14][CH2:15][CH2:16][C:17]1[N:18]([CH:47]([C:54]2[CH:59]=[CH:58][CH:57]=[CH:56][CH:55]=2)[C:48]2[CH:53]=[CH:52][CH:51]=[CH:50][CH:49]=2)[C:19]2[C:24]([C:25]=1[CH2:26][CH2:27][S:28]([C:31]1[CH:36]=[CH:35][C:34]([CH2:37][C:38]([CH3:45])([CH3:44])[C:39]([O:41][CH2:42][CH3:43])=[O:40])=[CH:33][CH:32]=1)(=[O:30])=[O:29])=[CH:23][C:22]([Cl:46])=[CH:21][CH:20]=2.C([O-])([O-])=O.[K+].[K+], predict the reaction product.